Predict which catalyst facilitates the given reaction. From a dataset of Catalyst prediction with 721,799 reactions and 888 catalyst types from USPTO. Reactant: [Br:1][C:2]1[CH:3]=[C:4]([OH:9])[CH:5]=[C:6]([Br:8])[CH:7]=1.[CH3:10][O:11][C:12]1[CH:19]=[CH:18][C:15]([CH2:16]Br)=[CH:14][CH:13]=1.C(=O)([O-])[O-].[K+].[K+]. Product: [Br:1][C:2]1[CH:3]=[C:4]([O:9][CH2:16][C:15]2[CH:18]=[CH:19][C:12]([O:11][CH3:10])=[CH:13][CH:14]=2)[CH:5]=[C:6]([Br:8])[CH:7]=1. The catalyst class is: 21.